Dataset: Catalyst prediction with 721,799 reactions and 888 catalyst types from USPTO. Task: Predict which catalyst facilitates the given reaction. (1) Reactant: [Br:1][C:2]1[C:6]([C:7]#[N:8])=[C:5](Br)[S:4][C:3]=1[C:10]([O:12][CH2:13][CH3:14])=[O:11].[O:15]1[CH2:20][CH:19]=[C:18](B2OC(C)(C)C(C)(C)O2)[CH2:17][CH2:16]1.O1CCOCC1.O.C(=O)([O-])[O-].[Cs+].[Cs+]. Product: [Br:1][C:2]1[C:6]([C:7]#[N:8])=[C:5]([C:18]2[CH2:19][CH2:20][O:15][CH2:16][CH:17]=2)[S:4][C:3]=1[C:10]([O:12][CH2:13][CH3:14])=[O:11]. The catalyst class is: 73. (2) Reactant: [C:1](Cl)(=[O:5])[C:2](Cl)=[O:3].[CH2:7]([N:9](CC)[CH2:10]C)C.[Cl:14][C:15]1[CH:45]=[C:44]([C:46]([F:49])([F:48])[F:47])[CH:43]=[CH:42][C:16]=1[O:17][C:18]1[CH:23]=[CH:22][C:21]([N:24]2[CH2:29][NH:28][CH2:27][N:26]([C:30](=[O:39])[C:31]3[C:36]([F:37])=[CH:35][CH:34]=[CH:33][C:32]=3[F:38])[C:25]2=[O:40])=[C:20]([F:41])[CH:19]=1.Cl.CNC. Product: [Cl:14][C:15]1[CH:45]=[C:44]([C:46]([F:49])([F:48])[F:47])[CH:43]=[CH:42][C:16]=1[O:17][C:18]1[CH:23]=[CH:22][C:21]([N:24]2[C:25](=[O:40])[N:26]([C:30](=[O:39])[C:31]3[C:36]([F:37])=[CH:35][CH:34]=[CH:33][C:32]=3[F:38])[CH2:27][N:28]([C:1](=[O:5])[C:2]([N:9]([CH3:10])[CH3:7])=[O:3])[CH2:29]2)=[C:20]([F:41])[CH:19]=1. The catalyst class is: 10. (3) Reactant: [CH3:1][O:2][C:3]1[C:4]([CH2:16][O:17][C:18]2[CH:23]=[CH:22][C:21]([C:24]3[CH:28]=[CH:27][NH:26][N:25]=3)=[CH:20][C:19]=2[CH3:29])=[C:5]([N:9]2[C:13](=[O:14])[N:12]([CH3:15])[N:11]=[N:10]2)[CH:6]=[CH:7][CH:8]=1.CN(C)C=O.[H-].[Na+].[CH2:37](Br)[CH:38]([CH3:40])[CH3:39]. Product: [CH3:1][O:2][C:3]1[C:4]([CH2:16][O:17][C:18]2[CH:23]=[CH:22][C:21]([C:24]3[CH:28]=[CH:27][N:26]([CH2:37][CH:38]([CH3:40])[CH3:39])[N:25]=3)=[CH:20][C:19]=2[CH3:29])=[C:5]([N:9]2[C:13](=[O:14])[N:12]([CH3:15])[N:11]=[N:10]2)[CH:6]=[CH:7][CH:8]=1. The catalyst class is: 6. (4) Reactant: Cl.[CH:2]1[C:15]2[C:14](=[CH:16][CH2:17][CH2:18][NH2:19])[C:13]3[C:8](=[CH:9][CH:10]=[CH:11][CH:12]=3)[S:7][C:6]=2[CH:5]=[CH:4][CH:3]=1.C(N(CC)CC)C.[F:27][C:28]([F:41])([F:40])[O:29][C:30]1[CH:35]=[CH:34][C:33]([S:36](Cl)(=[O:38])=[O:37])=[CH:32][CH:31]=1. Product: [CH:12]1[C:13]2[C:14](=[CH:16][CH2:17][CH2:18][NH:19][S:36]([C:33]3[CH:32]=[CH:31][C:30]([O:29][C:28]([F:27])([F:40])[F:41])=[CH:35][CH:34]=3)(=[O:38])=[O:37])[C:15]3[C:6](=[CH:5][CH:4]=[CH:3][CH:2]=3)[S:7][C:8]=2[CH:9]=[CH:10][CH:11]=1. The catalyst class is: 3. (5) Reactant: [Cl:1][C:2]1[C:7](=[O:8])[N:6]([CH3:9])[CH:5]=[C:4]([NH:10][CH:11]([C:24]2[CH:29]=[CH:28][C:27]([Cl:30])=[CH:26][CH:25]=2)[C:12]2[C:13]([C:21]([OH:23])=O)=[N:14][N:15]([CH:18]3[CH2:20][CH2:19]3)[C:16]=2[CH3:17])[CH:3]=1. Product: [Cl:1][C:2]1[C:7](=[O:8])[N:6]([CH3:9])[CH:5]=[C:4]([N:10]2[CH:11]([C:24]3[CH:25]=[CH:26][C:27]([Cl:30])=[CH:28][CH:29]=3)[C:12]3[C:13](=[N:14][N:15]([CH:18]4[CH2:19][CH2:20]4)[C:16]=3[CH3:17])[C:21]2=[O:23])[CH:3]=1. The catalyst class is: 61.